Task: Regression. Given two drug SMILES strings and cell line genomic features, predict the synergy score measuring deviation from expected non-interaction effect.. Dataset: NCI-60 drug combinations with 297,098 pairs across 59 cell lines (1) Cell line: NCI/ADR-RES. Synergy scores: CSS=-5.57, Synergy_ZIP=3.32, Synergy_Bliss=0.0652, Synergy_Loewe=0.763, Synergy_HSA=-4.91. Drug 2: COC1=C2C(=CC3=C1OC=C3)C=CC(=O)O2. Drug 1: CC1=C(C(=CC=C1)Cl)NC(=O)C2=CN=C(S2)NC3=CC(=NC(=N3)C)N4CCN(CC4)CCO. (2) Drug 2: CC(C)(C#N)C1=CC=C(C=C1)N2C3=C4C=C(C=CC4=NC=C3N(C2=O)C)C5=CC6=CC=CC=C6N=C5. Synergy scores: CSS=54.7, Synergy_ZIP=14.9, Synergy_Bliss=13.9, Synergy_Loewe=0.396, Synergy_HSA=14.4. Cell line: T-47D. Drug 1: CC12CCC3C(C1CCC2NC(=O)OCC(F)(F)F)CCC4C3(C=CC(=O)N4C)C. (3) Drug 1: CC1=CC2C(CCC3(C2CCC3(C(=O)C)OC(=O)C)C)C4(C1=CC(=O)CC4)C. Drug 2: C1C(C(OC1N2C=NC(=NC2=O)N)CO)O. Cell line: SF-295. Synergy scores: CSS=6.07, Synergy_ZIP=-1.81, Synergy_Bliss=-3.39, Synergy_Loewe=-11.5, Synergy_HSA=-6.05. (4) Drug 1: C1C(C(OC1N2C=NC3=C(N=C(N=C32)Cl)N)CO)O. Drug 2: CCC1=C2CN3C(=CC4=C(C3=O)COC(=O)C4(CC)O)C2=NC5=C1C=C(C=C5)O. Cell line: CCRF-CEM. Synergy scores: CSS=74.5, Synergy_ZIP=-2.19, Synergy_Bliss=-2.94, Synergy_Loewe=-4.41, Synergy_HSA=-1.12. (5) Drug 1: C1=CC(=CC=C1CCC2=CNC3=C2C(=O)NC(=N3)N)C(=O)NC(CCC(=O)O)C(=O)O. Drug 2: C(CN)CNCCSP(=O)(O)O. Cell line: CAKI-1. Synergy scores: CSS=15.5, Synergy_ZIP=-4.34, Synergy_Bliss=-5.93, Synergy_Loewe=-6.27, Synergy_HSA=-2.65. (6) Drug 1: C1=C(C(=O)NC(=O)N1)N(CCCl)CCCl. Drug 2: C1CC(C1)(C(=O)O)C(=O)O.[NH2-].[NH2-].[Pt+2]. Cell line: NCI-H322M. Synergy scores: CSS=-1.32, Synergy_ZIP=-1.10, Synergy_Bliss=-1.53, Synergy_Loewe=-5.01, Synergy_HSA=-3.74. (7) Drug 1: C(=O)(N)NO. Drug 2: C1C(C(OC1N2C=NC(=NC2=O)N)CO)O. Cell line: HOP-62. Synergy scores: CSS=8.44, Synergy_ZIP=1.70, Synergy_Bliss=2.31, Synergy_Loewe=2.37, Synergy_HSA=2.50.